This data is from Reaction yield outcomes from USPTO patents with 853,638 reactions. The task is: Predict the reaction yield, written as a fraction of the theoretical maximum amount of product (1.0 means a 100% yield; for example, 0.34 means a 34% yield). (1) The reactants are [CH3:1][S:2][CH2:3][CH2:4][N:5]1[C:9]2[CH:10]=[CH:11][CH:12]=[CH:13][C:8]=2[N:7]=[C:6]1[CH2:14][N:15]1[C:19]2[CH:20]=[CH:21][CH:22]=[CH:23][C:18]=2[N:17]=[N:16]1.[OH2:24].[OH2:25].O.O.O.O.C1(=O)OOOOC(=O)C2=CC=CC=C12.[Mg]. The catalyst is CN(C)C=O.CCOC(C)=O. The product is [CH3:1][S:2]([CH2:3][CH2:4][N:5]1[C:9]2[CH:10]=[CH:11][CH:12]=[CH:13][C:8]=2[N:7]=[C:6]1[CH2:14][N:15]1[C:19]2[CH:20]=[CH:21][CH:22]=[CH:23][C:18]=2[N:17]=[N:16]1)(=[O:25])=[O:24]. The yield is 0.410. (2) The reactants are [CH3:1][O:2][C:3]1[CH:4]=[C:5]([CH:8]=[CH:9][C:10]=1[O:11][C:12]1[CH:17]=[CH:16][CH:15]=[C:14]([C:18]([F:21])([F:20])[F:19])[CH:13]=1)[CH:6]=[O:7].[BH4-].[Na+]. The catalyst is C(O)C. The product is [CH3:1][O:2][C:3]1[CH:4]=[C:5]([CH2:6][OH:7])[CH:8]=[CH:9][C:10]=1[O:11][C:12]1[CH:17]=[CH:16][CH:15]=[C:14]([C:18]([F:19])([F:21])[F:20])[CH:13]=1. The yield is 0.990.